This data is from Full USPTO retrosynthesis dataset with 1.9M reactions from patents (1976-2016). The task is: Predict the reactants needed to synthesize the given product. (1) Given the product [Cl:1][C:2]1[C:3]([CH2:31][N:39]2[CH2:40][CH2:41][CH2:42][C@@:38]2([CH3:37])[C:43]([NH2:45])=[O:44])=[C:4]([C:27]([F:28])([F:29])[F:30])[CH:5]=[C:6]2[C:11]=1[NH:10][C:9](=[O:12])[N:8]([CH2:13][C:14]1[CH:19]=[C:18]([Cl:20])[CH:17]=[CH:16][C:15]=1[S:21]([CH2:24][CH3:25])(=[O:22])=[O:23])[C:7]2=[O:26], predict the reactants needed to synthesize it. The reactants are: [Cl:1][C:2]1[C:3]([CH2:31]OS(C)(=O)=O)=[C:4]([C:27]([F:30])([F:29])[F:28])[CH:5]=[C:6]2[C:11]=1[NH:10][C:9](=[O:12])[N:8]([CH2:13][C:14]1[CH:19]=[C:18]([Cl:20])[CH:17]=[CH:16][C:15]=1[S:21]([CH2:24][CH3:25])(=[O:23])=[O:22])[C:7]2=[O:26].[CH3:37][C@@:38]1([C:43]([NH2:45])=[O:44])[CH2:42][CH2:41][CH2:40][NH:39]1. (2) Given the product [CH2:1]([O:8][C:9]1[CH:14]=[CH:13][C:12]([N:15]([CH3:26])[C:16]2[CH:21]=[CH:20][C:19]([CH3:22])=[CH:18][C:17]=2[NH2:23])=[CH:11][CH:10]=1)[C:2]1[CH:3]=[CH:4][CH:5]=[CH:6][CH:7]=1, predict the reactants needed to synthesize it. The reactants are: [CH2:1]([O:8][C:9]1[CH:14]=[CH:13][C:12]([N:15]([CH3:26])[C:16]2[CH:21]=[CH:20][C:19]([CH3:22])=[CH:18][C:17]=2[N+:23]([O-])=O)=[CH:11][CH:10]=1)[C:2]1[CH:7]=[CH:6][CH:5]=[CH:4][CH:3]=1.[Cl-].[NH4+]. (3) Given the product [CH3:12][NH:13][C:2]1[CH:7]=[CH:6][C:5]([C:8]([F:11])([F:10])[F:9])=[CH:4][N:3]=1, predict the reactants needed to synthesize it. The reactants are: Cl[C:2]1[CH:7]=[CH:6][C:5]([C:8]([F:11])([F:10])[F:9])=[CH:4][N:3]=1.[CH3:12][N:13]1CCCC1=O.CN. (4) Given the product [F:34][C:28]1[CH:29]=[CH:30][CH:31]=[C:32]([F:33])[C:27]=1[C:22]1[N:21]=[C:20]([C:19]([NH:18][C:13]2[CH:14]=[N:15][CH:16]=[CH:17][C:12]=2[C@H:9]2[O:10][CH2:11][C@@H:6]([CH2:5][OH:4])[CH2:7][O:8]2)=[O:35])[CH:25]=[CH:24][C:23]=1[F:26], predict the reactants needed to synthesize it. The reactants are: C([O:4][CH2:5][C@H:6]1[CH2:11][O:10][C@@H:9]([C:12]2[CH:17]=[CH:16][N:15]=[CH:14][C:13]=2[NH:18][C:19](=[O:35])[C:20]2[CH:25]=[CH:24][C:23]([F:26])=[C:22]([C:27]3[C:32]([F:33])=[CH:31][CH:30]=[CH:29][C:28]=3[F:34])[N:21]=2)[O:8][CH2:7]1)(=O)C.[Li+].[OH-].Cl. (5) Given the product [F:26][C:23]([F:24])([F:25])[CH2:22][CH2:21][N:20]1[C:16]([C:11]2[C:10]([CH2:9][OH:8])=[CH:15][CH:14]=[CH:13][N:12]=2)=[CH:17][CH:18]=[N:19]1, predict the reactants needed to synthesize it. The reactants are: [Si]([O:8][CH2:9][C:10]1[C:11]([C:16]2[N:20]([CH2:21][CH2:22][C:23]([F:26])([F:25])[F:24])[N:19]=[CH:18][CH:17]=2)=[N:12][CH:13]=[CH:14][CH:15]=1)(C(C)(C)C)(C)C.Cl. (6) Given the product [Cl:36][C:37]1[CH:42]=[CH:41][C:40]([C:43]2[CH2:48][CH2:47][N:46]([CH2:2][C:3]3[CH:12]=[N:11][C:10]4[N:9]5[CH2:13][CH2:14][CH2:15][CH2:16][CH:8]5[C:7](=[O:17])[NH:6][C:5]=4[CH:4]=3)[CH2:45][CH:44]=2)=[CH:39][CH:38]=1, predict the reactants needed to synthesize it. The reactants are: O[CH2:2][C:3]1[CH:12]=[N:11][C:10]2[N:9]3[CH2:13][CH2:14][CH2:15][CH2:16][CH:8]3[C:7](=[O:17])[NH:6][C:5]=2[CH:4]=1.[I-].C(C[P+](C)(C)C)#N.C(N(C(C)C)C(C)C)C.Cl.[Cl:36][C:37]1[CH:42]=[CH:41][C:40]([C:43]2[CH2:44][CH2:45][NH:46][CH2:47][CH:48]=2)=[CH:39][CH:38]=1.